From a dataset of Forward reaction prediction with 1.9M reactions from USPTO patents (1976-2016). Predict the product of the given reaction. Given the reactants C([O:8][C:9]1[CH:14]=[CH:13][N:12]([C:15]2[CH:16]=[CH:17][C:18]3[N:19]([C:21]([CH3:27])=[C:22]([CH:24]4[CH2:26][CH2:25]4)[N:23]=3)[CH:20]=2)[C:11](=[O:28])[CH:10]=1)C1C=CC=CC=1, predict the reaction product. The product is: [CH:24]1([C:22]2[N:23]=[C:18]3[CH:17]=[CH:16][C:15]([N:12]4[CH:13]=[CH:14][C:9]([OH:8])=[CH:10][C:11]4=[O:28])=[CH:20][N:19]3[C:21]=2[CH3:27])[CH2:26][CH2:25]1.